This data is from Catalyst prediction with 721,799 reactions and 888 catalyst types from USPTO. The task is: Predict which catalyst facilitates the given reaction. Product: [C:15]([C:10]1[CH:9]=[C:8]([Cl:7])[CH:13]=[CH:12][C:11]=1[O:14][CH:18]([O:27][CH2:28][C:29]1[CH:34]=[CH:33][CH:32]=[CH:31][CH:30]=1)[C:19]([C:21]1[CH:26]=[CH:25][CH:24]=[CH:23][CH:22]=1)=[O:20])#[N:16]. Reactant: C(=O)([O-])[O-].[K+].[K+].[Cl:7][C:8]1[CH:13]=[CH:12][C:11]([OH:14])=[C:10]([C:15]#[N:16])[CH:9]=1.Br[CH:18]([O:27][CH2:28][C:29]1[CH:34]=[CH:33][CH:32]=[CH:31][CH:30]=1)[C:19]([C:21]1[CH:26]=[CH:25][CH:24]=[CH:23][CH:22]=1)=[O:20]. The catalyst class is: 3.